From a dataset of Full USPTO retrosynthesis dataset with 1.9M reactions from patents (1976-2016). Predict the reactants needed to synthesize the given product. Given the product [NH2:37][CH:34]1[CH2:35][CH2:36][N:31]([CH2:30][C:29]([NH:28][CH:14]2[CH2:13][C:9]3[CH:10]=[CH:11][CH:12]=[C:7]([C:6]([OH:5])=[O:57])[C:8]=3[O:23][B:15]2[OH:16])=[O:54])[CH2:32][CH:33]1[CH2:45][NH2:46], predict the reactants needed to synthesize it. The reactants are: C([O:5][C:6](=[O:57])[C:7]1[CH:12]=[CH:11][CH:10]=[C:9]([CH2:13][CH:14]([NH:28][C:29](=[O:54])[CH2:30][N:31]2[CH2:36][CH2:35][CH:34]([NH:37]C(OC(C)(C)C)=O)[CH:33]([CH2:45][NH:46]C(OC(C)(C)C)=O)[CH2:32]2)[B:15]2[O:23]C3C(C)(C4CC(C3)C4(C)C)[O:16]2)[C:8]=1OC)(C)(C)C.B(Cl)(Cl)Cl.